Dataset: Reaction yield outcomes from USPTO patents with 853,638 reactions. Task: Predict the reaction yield, written as a fraction of the theoretical maximum amount of product (1.0 means a 100% yield; for example, 0.34 means a 34% yield). (1) The product is [Cl:1][C:2]1[CH:24]=[CH:23][CH:22]=[CH:21][C:3]=1[CH2:4][N:5]1[C:9]([CH2:10][CH2:11][CH2:12][OH:13])=[CH:8][C:7]([O:17][CH:18]([CH3:20])[CH3:19])=[N:6]1. The catalyst is O1CCCC1.C1(C)C=CC=CC=1. The yield is 0.900. The reactants are [Cl:1][C:2]1[CH:24]=[CH:23][CH:22]=[CH:21][C:3]=1[CH2:4][N:5]1[C:9]([CH2:10][CH2:11][C:12](OCC)=[O:13])=[CH:8][C:7]([O:17][CH:18]([CH3:20])[CH3:19])=[N:6]1.[H-].C([Al+]CC(C)C)C(C)C.CO.[C@H](O)(C([O-])=O)[C@@H](O)C([O-])=O.[Na+].[K+]. (2) The reactants are [Br:1][C:2]1[C:3](F)=[C:4]2[C:10]([NH:11][C:12]([CH:14]3[CH2:17][CH2:16][CH2:15]3)=[O:13])=[CH:9][NH:8][C:5]2=[N:6][CH:7]=1.[NH:19]1[CH2:24][CH2:23][CH2:22][C@@H:21]([NH:25][C:26](=[O:32])[O:27][C:28]([CH3:31])([CH3:30])[CH3:29])[CH2:20]1.C(N(CC)CC)C. The catalyst is CCCCO.CCOC(C)=O. The product is [Br:1][C:2]1[C:3]([N:19]2[CH2:24][CH2:23][CH2:22][C@@H:21]([NH:25][C:26](=[O:32])[O:27][C:28]([CH3:30])([CH3:29])[CH3:31])[CH2:20]2)=[C:4]2[C:10]([NH:11][C:12]([CH:14]3[CH2:17][CH2:16][CH2:15]3)=[O:13])=[CH:9][NH:8][C:5]2=[N:6][CH:7]=1. The yield is 0.300. (3) The reactants are [F:1][C:2]1[CH:7]=[CH:6][CH:5]=[C:4]([F:8])[C:3]=1[N:9]1[C:14]2[N:15]=[C:16]([S:29][CH3:30])[N:17]=[C:18]([C:19]3[CH:20]=[C:21]([CH:25]=[CH:26][C:27]=3[CH3:28])[C:22](O)=[O:23])[C:13]=2[CH2:12][NH:11][C:10]1=[O:31].[CH:32]([NH2:35])([CH3:34])[CH3:33].CN(C(ON1N=NC2C=CC=NC1=2)=[N+](C)C)C.F[P-](F)(F)(F)(F)F.C(N(C(C)C)CC)(C)C. The catalyst is C(Cl)Cl.O. The product is [F:1][C:2]1[CH:7]=[CH:6][CH:5]=[C:4]([F:8])[C:3]=1[N:9]1[C:14]2[N:15]=[C:16]([S:29][CH3:30])[N:17]=[C:18]([C:19]3[CH:20]=[C:21]([CH:25]=[CH:26][C:27]=3[CH3:28])[C:22]([NH:35][CH:32]([CH3:34])[CH3:33])=[O:23])[C:13]=2[CH2:12][NH:11][C:10]1=[O:31]. The yield is 0.970. (4) The reactants are Br[C:2]1[C:3]([N:9]2[CH2:14][CH2:13][O:12][CH2:11][CH:10]2[C:15]([NH:17][C@@H:18]([C:20]2[CH:25]=[CH:24][C:23]([Cl:26])=[CH:22][CH:21]=2)[CH3:19])=[O:16])=[N:4][C:5]([Cl:8])=[N:6][CH:7]=1.CC1(C)C2C(=C(P(C3C=CC=CC=3)C3C=CC=CC=3)C=CC=2)OC2C(P(C3C=CC=CC=3)C3C=CC=CC=3)=CC=CC1=2.[O-]P([O-])([O-])=O.[K+].[K+].[K+]. The catalyst is O1CCOCC1.C(O)(C)(C)C.C(OCC)(=O)C.C([O-])(=O)C.[Pd+2].C([O-])(=O)C. The product is [Cl:8][C:5]1[N:6]=[CH:7][C:2]2[N:17]([C@@H:18]([C:20]3[CH:25]=[CH:24][C:23]([Cl:26])=[CH:22][CH:21]=3)[CH3:19])[C:15](=[O:16])[CH:10]3[CH2:11][O:12][CH2:13][CH2:14][N:9]3[C:3]=2[N:4]=1. The yield is 0.120. (5) The reactants are [Br:1][C:2]1[CH:3]=[C:4]([S:8]([N:11]2[C:15]([C:16]3[CH:21]=[CH:20][CH:19]=[CH:18][CH:17]=3)=[CH:14][C:13]([CH2:22][N:23](C)[C:24](=O)OC(C)(C)C)=[CH:12]2)(=[O:10])=[O:9])[CH:5]=[N:6][CH:7]=1.C(OCC)(=O)C.[ClH:38]. The catalyst is C(O)C. The product is [ClH:38].[Br:1][C:2]1[CH:3]=[C:4]([S:8]([N:11]2[C:15]([C:16]3[CH:21]=[CH:20][CH:19]=[CH:18][CH:17]=3)=[CH:14][C:13]([CH2:22][NH:23][CH3:24])=[CH:12]2)(=[O:9])=[O:10])[CH:5]=[N:6][CH:7]=1. The yield is 0.490. (6) The reactants are [CH3:1][C:2]([C:9]([OH:11])=[O:10])([CH2:4][CH2:5][C:6]([OH:8])=[O:7])[NH2:3].Cl[C:13]([O:15][CH2:16][C:17]1[CH:22]=[CH:21][CH:20]=[CH:19][CH:18]=1)=[O:14]. The catalyst is [OH-].[Na+]. The product is [CH2:16]([O:15][C:13]([NH:3][C@:2]([CH3:1])([C:9]([OH:11])=[O:10])[CH2:4][CH2:5][C:6]([OH:8])=[O:7])=[O:14])[C:17]1[CH:22]=[CH:21][CH:20]=[CH:19][CH:18]=1. The yield is 0.830. (7) The reactants are C(OC(N1CCN(C2N=CC(C3C=CC(F)=CC=3)=CN=2)CC1)=O)(C)(C)C.[C:27]([O:31][C:32]([N:34]1[CH2:39][CH2:38][N:37]([C:40]2[CH:45]=[CH:44][C:43](Br)=[CH:42][N:41]=2)[CH2:36][CH2:35]1)=[O:33])([CH3:30])([CH3:29])[CH3:28].[Cl:47][C:48]1[CH:53]=[CH:52][C:51](B(O)O)=[CH:50][CH:49]=1. No catalyst specified. The product is [C:27]([O:31][C:32]([N:34]1[CH2:39][CH2:38][N:37]([C:40]2[CH:45]=[CH:44][C:43]([C:51]3[CH:52]=[CH:53][C:48]([Cl:47])=[CH:49][CH:50]=3)=[CH:42][N:41]=2)[CH2:36][CH2:35]1)=[O:33])([CH3:30])([CH3:29])[CH3:28]. The yield is 0.990. (8) The reactants are [C:1]([O:5][C:6](=[O:22])[C:7]([CH3:21])([CH3:20])[CH2:8][CH2:9][CH2:10][CH2:11][O:12]CC1C=CC=CC=1)([CH3:4])([CH3:3])[CH3:2].[H][H]. The catalyst is C(OCC)(=O)C.[Pd]. The product is [C:1]([O:5][C:6](=[O:22])[C:7]([CH3:21])([CH3:20])[CH2:8][CH2:9][CH2:10][CH2:11][OH:12])([CH3:4])([CH3:2])[CH3:3]. The yield is 1.00.